The task is: Regression/Classification. Given a drug SMILES string, predict its absorption, distribution, metabolism, or excretion properties. Task type varies by dataset: regression for continuous measurements (e.g., permeability, clearance, half-life) or binary classification for categorical outcomes (e.g., BBB penetration, CYP inhibition). Dataset: hlm.. This data is from Human liver microsome stability data. (1) The molecule is CC(C)CC1n2cncc2CN(Cc2ccc(OC(F)(F)F)cc2)S1(=O)=O. The result is 1 (stable in human liver microsomes). (2) The molecule is CC(N)C1(c2cccs2)CCCCC1. The result is 0 (unstable in human liver microsomes).